From a dataset of Full USPTO retrosynthesis dataset with 1.9M reactions from patents (1976-2016). Predict the reactants needed to synthesize the given product. (1) Given the product [CH3:8][C:5]1[CH:6]=[CH:7][C:2]([N:23]2[CH2:27][CH2:26][CH2:25][CH2:24]2)=[C:3]([CH2:9][N:10]2[CH2:15][CH2:14][N:13]([C:16]([O:18][C:19]([CH3:22])([CH3:21])[CH3:20])=[O:17])[CH2:12][CH2:11]2)[CH:4]=1, predict the reactants needed to synthesize it. The reactants are: Br[C:2]1[CH:7]=[CH:6][C:5]([CH3:8])=[CH:4][C:3]=1[CH2:9][N:10]1[CH2:15][CH2:14][N:13]([C:16]([O:18][C:19]([CH3:22])([CH3:21])[CH3:20])=[O:17])[CH2:12][CH2:11]1.[NH:23]1[CH2:27][CH2:26][CH2:25][CH2:24]1.C1C=CC(P(C2C(C3C(P(C4C=CC=CC=4)C4C=CC=CC=4)=CC=C4C=3C=CC=C4)=C3C(C=CC=C3)=CC=2)C2C=CC=CC=2)=CC=1.C(O[Na])(C)(C)C. (2) Given the product [F:20][C:17]1[CH:18]=[CH:19][C:14]([CH2:13][N:10]([O:11][CH3:12])[C:8]([C:7]2[CH2:29][N:30]([CH3:31])[C:4](=[O:25])[C:5]=2[OH:6])=[O:9])=[C:15]([C:21]([F:22])([F:23])[F:24])[CH:16]=1, predict the reactants needed to synthesize it. The reactants are: CC1(C)[O:6][C:5](=[CH:7][C:8]([N:10]([CH2:13][C:14]2[CH:19]=[CH:18][C:17]([F:20])=[CH:16][C:15]=2[C:21]([F:24])([F:23])[F:22])[O:11][CH3:12])=[O:9])[C:4](=[O:25])O1.C=O.[CH3:29][NH2:30].[CH3:31]O. (3) Given the product [CH2:1]([N:8]([C:9]1[C:10]2[CH2:31][NH:30][CH2:29][CH2:28][C:11]=2[N:12]=[C:13]([NH:15][C:16]2[CH:21]=[CH:20][C:19]([N:22]3[CH:26]=[CH:25][N:24]=[C:23]3[CH3:27])=[CH:18][CH:17]=2)[N:14]=1)[CH2:39][CH2:40][OH:41])[C:2]1[CH:3]=[CH:4][CH:5]=[CH:6][CH:7]=1, predict the reactants needed to synthesize it. The reactants are: [CH2:1]([N:8]([CH2:39][CH2:40][OH:41])[C:9]1[C:10]2[CH2:31][N:30](C(OC(C)(C)C)=O)[CH2:29][CH2:28][C:11]=2[N:12]=[C:13]([NH:15][C:16]2[CH:21]=[CH:20][C:19]([N:22]3[CH:26]=[CH:25][N:24]=[C:23]3[CH3:27])=[CH:18][CH:17]=2)[N:14]=1)[C:2]1[CH:7]=[CH:6][CH:5]=[CH:4][CH:3]=1.Cl.